From a dataset of Experimentally validated miRNA-target interactions with 360,000+ pairs, plus equal number of negative samples. Binary Classification. Given a miRNA mature sequence and a target amino acid sequence, predict their likelihood of interaction. The miRNA is hsa-miR-376c-3p with sequence AACAUAGAGGAAAUUCCACGU. The protein sequence of the target gene is MAKLWFKFQRYFRRKPVRFFTFLALYLTAGSLVFLHSGFVGQPAVSGNQANPAAAGGPAEGAELSFLGDMHLGRGFRDTGEASSIARRYGPWFKGKDGNERAKLGDYGGAWSRALKGRVVREKEEERAKYIGCYLDDTQSRALRGVSFFDYKKMTIFRCQDNCAERGYLYGGLEFGAECYCGHKIQATNVSEAECDMECKGERGSVCGGANRLSVYRLQLAQESARRYGSAVFRGCFRRPDNLSLALPVTAAMLNMSVDKCVDFCTEKEYPLAALAGTACHCGFPTTRFPLHDREDEQLC.... Result: 0 (no interaction).